Task: Predict the reactants needed to synthesize the given product.. Dataset: Full USPTO retrosynthesis dataset with 1.9M reactions from patents (1976-2016) Given the product [O:9]1[CH2:10][CH2:11][C:2]([C:1]#[N:5])([C:3]#[N:4])[CH2:7][CH2:8]1, predict the reactants needed to synthesize it. The reactants are: [C:1](#[N:5])[CH2:2][C:3]#[N:4].Br[CH2:7][CH2:8][O:9][CH2:10][CH2:11]Br.C1CCN2C(=NCCC2)CC1.